From a dataset of Reaction yield outcomes from USPTO patents with 853,638 reactions. Predict the reaction yield, written as a fraction of the theoretical maximum amount of product (1.0 means a 100% yield; for example, 0.34 means a 34% yield). (1) The reactants are Cl.[F:2][C:3]1[CH:11]=[CH:10][CH:9]=[C:8]2[C:4]=1[CH2:5][N:6]([C:12]([O:14][C@@H:15]1[CH2:19][C@@H:18]([C:20](=[O:35])[NH:21][C@:22]3([C:27]([S:29]([CH:32]4[CH2:34][CH2:33]4)(=[O:31])=[O:30])=[O:28])[CH2:24][C@H:23]3[CH:25]=[CH2:26])[NH:17][CH2:16]1)=[O:13])[CH2:7]2.[F:36][C:37]1[CH:42]=[CH:41][C:40]([NH:43][C@@H:44]([CH2:48][CH2:49][CH2:50][CH2:51][CH2:52][CH:53]=[CH2:54])[C:45](O)=[O:46])=[CH:39][CH:38]=1.CN(C(ON1N=NC2C=CC=NC1=2)=[N+](C)C)C.F[P-](F)(F)(F)(F)F.CCN(C(C)C)C(C)C.OS([O-])(=O)=O.[K+]. The catalyst is C(Cl)Cl.O. The product is [F:2][C:3]1[CH:11]=[CH:10][CH:9]=[C:8]2[C:4]=1[CH2:5][N:6]([C:12]([O:14][C@@H:15]1[CH2:19][C@@H:18]([C:20](=[O:35])[NH:21][C@:22]3([C:27]([S:29]([CH:32]4[CH2:33][CH2:34]4)(=[O:31])=[O:30])=[O:28])[CH2:24][C@H:23]3[CH:25]=[CH2:26])[N:17]([C:45](=[O:46])[C@@H:44]([NH:43][C:40]3[CH:39]=[CH:38][C:37]([F:36])=[CH:42][CH:41]=3)[CH2:48][CH2:49][CH2:50][CH2:51][CH2:52][CH:53]=[CH2:54])[CH2:16]1)=[O:13])[CH2:7]2. The yield is 0.690. (2) The reactants are [C:1]([O:5][C:6]([N:8]1[CH2:13][CH2:12][C:11]2[N:14]([CH3:35])[C:15]([C:17]3[CH:22]=[CH:21][N:20]=[C:19]([N:23](C(OCC4C=CC=CC=4)=O)[CH3:24])[CH:18]=3)=[CH:16][C:10]=2[C:9]1=[O:36])=[O:7])([CH3:4])([CH3:3])[CH3:2].C([O-])=O.[NH4+].CCCCCC.CCOC(C)=O. The catalyst is C(O)C.[Pd]. The product is [C:1]([O:5][C:6]([N:8]1[CH2:13][CH2:12][C:11]2[N:14]([CH3:35])[C:15]([C:17]3[CH:22]=[CH:21][N:20]=[C:19]([NH:23][CH3:24])[CH:18]=3)=[CH:16][C:10]=2[C:9]1=[O:36])=[O:7])([CH3:4])([CH3:3])[CH3:2]. The yield is 0.750. (3) The reactants are [C:1]([C:5]1[CH:10]=[CH:9][C:8]([NH:11][C:12]([NH:14][C@@H:15]([CH2:19][CH3:20])[CH2:16][CH2:17][OH:18])=[O:13])=[CH:7][CH:6]=1)([CH3:4])([CH3:3])[CH3:2]. The catalyst is CC(=O)OCC. The product is [C:1]([C:5]1[CH:10]=[CH:9][C:8]([NH:11][C:12]([NH:14][C@@H:15]([CH2:19][CH3:20])[CH2:16][CH:17]=[O:18])=[O:13])=[CH:7][CH:6]=1)([CH3:4])([CH3:3])[CH3:2]. The yield is 1.00. (4) The reactants are O=[C:2]1[CH2:7][CH2:6][CH2:5][N:4]([C:8]([O:10][C:11]([CH3:14])([CH3:13])[CH3:12])=[O:9])[CH2:3]1.ClCCCl.C(O)(=O)/C=C\C(O)=O.[NH2:27][C:28]1[CH:29]=[C:30]2[C:34](=[CH:35][CH:36]=1)[N:33]([C:37](=[O:42])[C:38]([CH3:41])([CH3:40])[CH3:39])[N:32]=[CH:31]2.C(O[BH-](OC(=O)C)OC(=O)C)(=O)C.[Na+]. The catalyst is C(=O)(O)[O-].[Na+]. The product is [C:37]([N:33]1[C:34]2[C:30](=[CH:29][C:28]([NH:27][CH:2]3[CH2:7][CH2:6][CH2:5][N:4]([C:8]([O:10][C:11]([CH3:14])([CH3:13])[CH3:12])=[O:9])[CH2:3]3)=[CH:36][CH:35]=2)[CH:31]=[N:32]1)(=[O:42])[C:38]([CH3:41])([CH3:40])[CH3:39]. The yield is 0.910. (5) The reactants are [NH2:1][C:2]1[C:11]2[CH:10]=[CH:9][CH:8]=[C:7](Br)[C:6]=2[N:5]=[C:4]2[CH2:13][N:14]([CH:17]3[CH2:20][CH2:19][CH2:18]3)[C:15](=[O:16])[C:3]=12.[CH3:21][O:22][C:23]1[N:28]=[C:27]([Sn](CCCC)(CCCC)CCCC)[CH:26]=[CH:25][CH:24]=1. No catalyst specified. The product is [NH2:1][C:2]1[C:11]2[CH:10]=[CH:9][CH:8]=[C:7]([C:27]3[CH:26]=[CH:25][CH:24]=[C:23]([O:22][CH3:21])[N:28]=3)[C:6]=2[N:5]=[C:4]2[CH2:13][N:14]([CH:17]3[CH2:20][CH2:19][CH2:18]3)[C:15](=[O:16])[C:3]=12. The yield is 0.495. (6) The reactants are [O:1]=[C:2]1[C:10]2[C:5](=[CH:6][C:7]([CH:11]=O)=[CH:8][CH:9]=2)[CH:4]([C:13]2[CH:18]=[CH:17][CH:16]=[CH:15][CH:14]=2)[O:3]1.C(O)(=O)C.[CH3:23][NH:24][CH3:25].C1COCC1.C(O[BH-](OC(=O)C)OC(=O)C)(=O)C.[Na+].Cl. The catalyst is CN(C=O)C.O. The product is [CH3:23][N:24]([CH2:11][C:7]1[CH:6]=[C:5]2[C:10](=[CH:9][CH:8]=1)[C:2](=[O:1])[O:3][CH:4]2[C:13]1[CH:18]=[CH:17][CH:16]=[CH:15][CH:14]=1)[CH3:25]. The yield is 0.570. (7) The reactants are CO[NH:3][C:4]1[N:5]=[CH:6][CH:7]=[C:8]2[CH:12]=[CH:11][O:10][C:9]=12.C(O)(=O)C. The catalyst is C(Cl)Cl.[Zn]. The product is [O:10]1[C:9]2=[C:4]([NH2:3])[N:5]=[CH:6][CH:7]=[C:8]2[CH:12]=[CH:11]1. The yield is 0.970. (8) The reactants are C(OC([N:8]1[CH2:11][CH:10]([NH:12][C:13]2[CH:14]=[CH:15][C:16]3[O:25][CH2:24][CH2:23][C:22]4[CH:21]=[C:20]([C:26]5[N:27]([C:31]6[CH:36]=[CH:35][C:34]([F:37])=[CH:33][C:32]=6[F:38])[N:28]=[CH:29][N:30]=5)[S:19][C:18]=4[C:17]=3[N:39]=2)[CH2:9]1)=O)(C)(C)C.Cl. The catalyst is CCOC(C)=O. The product is [NH:8]1[CH2:11][CH:10]([NH:12][C:13]2[CH:14]=[CH:15][C:16]3[O:25][CH2:24][CH2:23][C:22]4[CH:21]=[C:20]([C:26]5[N:27]([C:31]6[CH:36]=[CH:35][C:34]([F:37])=[CH:33][C:32]=6[F:38])[N:28]=[CH:29][N:30]=5)[S:19][C:18]=4[C:17]=3[N:39]=2)[CH2:9]1. The yield is 0.870.